This data is from Retrosynthesis with 50K atom-mapped reactions and 10 reaction types from USPTO. The task is: Predict the reactants needed to synthesize the given product. (1) Given the product CCCCc1nc2c(N)nc3ccccc3c2n1CCCCCS(C)=O, predict the reactants needed to synthesize it. The reactants are: CCCCc1nc2c(N)nc3ccccc3c2n1CCCCCSC.O=C(OO)c1cccc(Cl)c1. (2) Given the product CCOC(=O)c1cc(-c2ccc(F)cc2)ccc1Cl, predict the reactants needed to synthesize it. The reactants are: CCOC(=O)c1cc(Br)ccc1Cl.OB(O)c1ccc(F)cc1. (3) Given the product CCOC(=O)CCCOc1ccccc1C(=O)OC, predict the reactants needed to synthesize it. The reactants are: CCOC(=O)CCCBr.COC(=O)c1ccccc1O. (4) The reactants are: CC(=O)N1CC(N2Cc3c(F)c(Cl)cc(C4(C)OCCO4)c3OC(C)C2=O)C1. Given the product CC(=O)c1cc(Cl)c(F)c2c1OC(C)C(=O)N(C1CN(C(C)=O)C1)C2, predict the reactants needed to synthesize it.